The task is: Predict the reactants needed to synthesize the given product.. This data is from Full USPTO retrosynthesis dataset with 1.9M reactions from patents (1976-2016). (1) The reactants are: [CH3:1][C@@H:2]1[CH2:7][O:6][CH2:5][CH2:4][NH:3]1.C(N(CC)CC)C.[Cl:15][C:16]1[N:21]=[C:20](Cl)[CH:19]=[C:18]([C:23]([O:25][CH3:26])=[O:24])[N:17]=1.O. Given the product [Cl:15][C:16]1[N:17]=[C:18]([C:23]([O:25][CH3:26])=[O:24])[CH:19]=[C:20]([N:3]2[CH2:4][CH2:5][O:6][CH2:7][C@H:2]2[CH3:1])[N:21]=1, predict the reactants needed to synthesize it. (2) Given the product [F:25][C:15]1[CH:14]=[C:13]([NH:12][C:10]([C:9]2[CH:8]=[C:7]([N:6]3[C:4](=[O:5])[C:3]4[C:2](=[C:32]([N:33]([CH2:35][CH2:36][CH2:37][N:38]([CH3:39])[CH3:40])[CH3:34])[CH:31]=[CH:30][CH:29]=4)[N:1]=[CH:41]3)[CH:28]=[CH:27][CH:26]=2)=[O:11])[CH:18]=[C:17]([N:19]2[CH2:24][CH2:23][O:22][CH2:21][CH2:20]2)[CH:16]=1, predict the reactants needed to synthesize it. The reactants are: [NH2:1][C:2]1[C:32]([N:33]([CH2:35][CH2:36][CH2:37][N:38]([CH3:40])[CH3:39])[CH3:34])=[CH:31][CH:30]=[CH:29][C:3]=1[C:4]([NH:6][C:7]1[CH:8]=[C:9]([CH:26]=[CH:27][CH:28]=1)[C:10]([NH:12][C:13]1[CH:18]=[C:17]([N:19]2[CH2:24][CH2:23][O:22][CH2:21][CH2:20]2)[CH:16]=[C:15]([F:25])[CH:14]=1)=[O:11])=[O:5].[CH:41](OCC)(OCC)OCC. (3) Given the product [CH:33]([O:36][C:37]1[CH:43]=[C:42]([CH:44]2[CH2:45][CH2:46][NH:47][CH2:48][CH2:49]2)[C:41]([CH3:50])=[CH:40][C:38]=1[NH:39][C:2]1[N:3]=[C:4]([NH:20][C:21]2[CH:26]=[CH:25][CH:24]=[CH:23][C:22]=2[S:27]([CH:30]([CH3:31])[CH3:32])(=[O:28])=[O:29])[C:5]2[N:10]=[N:9][NH:8][C:6]=2[N:7]=1)([CH3:35])[CH3:34], predict the reactants needed to synthesize it. The reactants are: Cl[C:2]1[N:3]=[C:4]([NH:20][C:21]2[CH:26]=[CH:25][CH:24]=[CH:23][C:22]=2[S:27]([CH:30]([CH3:32])[CH3:31])(=[O:29])=[O:28])[C:5]2[N:10]=[N:9][N:8](CC3C=CC(OC)=CC=3)[C:6]=2[N:7]=1.[CH:33]([O:36][C:37]1[CH:43]=[C:42]([CH:44]2[CH2:49][CH2:48][NH:47][CH2:46][CH2:45]2)[C:41]([CH3:50])=[CH:40][C:38]=1[NH2:39])([CH3:35])[CH3:34]. (4) The reactants are: COCCOC.[Cl:7][C:8]1[CH:9]=[CH:10][C:11](I)=[C:12]([C:14]([C:16]2[C:21]([F:22])=[CH:20][CH:19]=[CH:18][C:17]=2[F:23])=[O:15])[CH:13]=1.[C:25]([O:29][C:30]([NH:32][CH2:33][C:34]1[C:35](B(O)O)=[CH:36][C:37]([Cl:40])=[N:38][CH:39]=1)=[O:31])([CH3:28])([CH3:27])[CH3:26].C(=O)([O-])[O-].[Na+].[Na+]. Given the product [C:25]([O:29][C:30](=[O:31])[NH:32][CH2:33][C:34]1[CH:39]=[N:38][C:37]([Cl:40])=[CH:36][C:35]=1[C:11]1[CH:10]=[CH:9][C:8]([Cl:7])=[CH:13][C:12]=1[C:14](=[O:15])[C:16]1[C:21]([F:22])=[CH:20][CH:19]=[CH:18][C:17]=1[F:23])([CH3:28])([CH3:26])[CH3:27], predict the reactants needed to synthesize it.